This data is from Forward reaction prediction with 1.9M reactions from USPTO patents (1976-2016). The task is: Predict the product of the given reaction. (1) Given the reactants [OH:1][C:2]1[CH:9]=[CH:8][C:5]([C:6]#[N:7])=[CH:4][C:3]=1[O:10][CH3:11].[C:12]([O:16][C:17]([N:19]1[CH2:24][CH2:23][C@@H:22]([C:25]2[CH:30]=[CH:29][CH:28]=[CH:27][CH:26]=2)[C@H:21]([CH2:31]OS(C)(=O)=O)[CH2:20]1)=[O:18])([CH3:15])([CH3:14])[CH3:13], predict the reaction product. The product is: [C:12]([O:16][C:17]([N:19]1[CH2:24][CH2:23][C@@H:22]([C:25]2[CH:30]=[CH:29][CH:28]=[CH:27][CH:26]=2)[C@H:21]([CH2:31][O:1][C:2]2[CH:9]=[CH:8][C:5]([C:6]#[N:7])=[CH:4][C:3]=2[O:10][CH3:11])[CH2:20]1)=[O:18])([CH3:15])([CH3:13])[CH3:14]. (2) The product is: [Cl:11][C:12]1[N:17]=[C:16]([NH:1][C:2]2[CH:10]=[CH:9][CH:8]=[CH:7][C:3]=2[C:4]([NH2:6])=[O:5])[C:15]([Cl:19])=[CH:14][N:13]=1. Given the reactants [NH2:1][C:2]1[CH:10]=[CH:9][CH:8]=[CH:7][C:3]=1[C:4]([NH2:6])=[O:5].[Cl:11][C:12]1[N:17]=[C:16](Cl)[C:15]([Cl:19])=[CH:14][N:13]=1.Cl, predict the reaction product.